From a dataset of Catalyst prediction with 721,799 reactions and 888 catalyst types from USPTO. Predict which catalyst facilitates the given reaction. (1) Reactant: [C:1]1([C@@H:7]([NH:10][C:11]([C:13]2[C:22]3[C:17](=[CH:18][CH:19]=[CH:20][CH:21]=3)[N:16]=[C:15]([C:23]3[CH:28]=[CH:27][CH:26]=[CH:25][CH:24]=3)[C:14]=2[CH2:29][N:30]2[CH2:35][CH2:34][C:33](=O)[CH2:32][CH2:31]2)=[O:12])[CH2:8][CH3:9])[CH:6]=[CH:5][CH:4]=[CH:3][CH:2]=1.C([O-])(=O)C.[NH4+].C([BH3-])#[N:43].[Na+]. Product: [C:1]1([C@@H:7]([NH:10][C:11]([C:13]2[C:22]3[C:17](=[CH:18][CH:19]=[CH:20][CH:21]=3)[N:16]=[C:15]([C:23]3[CH:28]=[CH:27][CH:26]=[CH:25][CH:24]=3)[C:14]=2[CH2:29][N:30]2[CH2:35][CH2:34][CH:33]([NH2:43])[CH2:32][CH2:31]2)=[O:12])[CH2:8][CH3:9])[CH:6]=[CH:5][CH:4]=[CH:3][CH:2]=1. The catalyst class is: 24. (2) Reactant: [C:1]1([C:7]2[C:16]3[C:11](=[CH:12][CH:13]=[CH:14][CH:15]=3)[N:10]=[CH:9][C:8]=2[CH:17]([N:19]2C(=O)C3C(=CC=CC=3)C2=O)[CH3:18])[CH:6]=[CH:5][CH:4]=[CH:3][CH:2]=1.O.NN. Product: [C:1]1([C:7]2[C:16]3[C:11](=[CH:12][CH:13]=[CH:14][CH:15]=3)[N:10]=[CH:9][C:8]=2[CH:17]([NH2:19])[CH3:18])[CH:2]=[CH:3][CH:4]=[CH:5][CH:6]=1. The catalyst class is: 162.